Dataset: Peptide-MHC class I binding affinity with 185,985 pairs from IEDB/IMGT. Task: Regression. Given a peptide amino acid sequence and an MHC pseudo amino acid sequence, predict their binding affinity value. This is MHC class I binding data. (1) The binding affinity (normalized) is 0.307. The peptide sequence is NDLQFGFGW. The MHC is HLA-B18:01 with pseudo-sequence HLA-B18:01. (2) The peptide sequence is QLVESGGGL. The MHC is HLA-A01:01 with pseudo-sequence HLA-A01:01. The binding affinity (normalized) is 0. (3) The peptide sequence is YPLTFGWCF. The MHC is HLA-B57:01 with pseudo-sequence HLA-B57:01. The binding affinity (normalized) is 0.0818. (4) The MHC is HLA-A25:01 with pseudo-sequence HLA-A25:01. The peptide sequence is KMFTYLMES. The binding affinity (normalized) is 0.0847. (5) The peptide sequence is DTLKVGNTY. The MHC is HLA-B57:01 with pseudo-sequence HLA-B57:01. The binding affinity (normalized) is 0.0847. (6) The peptide sequence is YFVPNLKDM. The MHC is HLA-A30:01 with pseudo-sequence HLA-A30:01. The binding affinity (normalized) is 0.213. (7) The peptide sequence is SLYPPCLFK. The MHC is HLA-A26:01 with pseudo-sequence HLA-A26:01. The binding affinity (normalized) is 0.0847. (8) The peptide sequence is TTYMDTFFR. The MHC is HLA-A03:01 with pseudo-sequence HLA-A03:01. The binding affinity (normalized) is 0.784.